From a dataset of Forward reaction prediction with 1.9M reactions from USPTO patents (1976-2016). Predict the product of the given reaction. (1) Given the reactants O1[C:5]2([CH2:10][CH2:9][N:8]([C:11]3[CH:16]=[CH:15][C:14]([N:17]4[CH2:21][C@H:20]([CH2:22][O:23][C:24]5[CH:28]=[CH:27][O:26][N:25]=5)[O:19][C:18]4=[O:29])=[CH:13][C:12]=3[F:30])[CH2:7][CH2:6]2)[O:4]CC1, predict the reaction product. The product is: [O:4]=[C:5]1[CH2:6][CH2:7][N:8]([C:11]2[CH:16]=[CH:15][C:14]([N:17]3[CH2:21][C@H:20]([CH2:22][O:23][C:24]4[CH:28]=[CH:27][O:26][N:25]=4)[O:19][C:18]3=[O:29])=[CH:13][C:12]=2[F:30])[CH2:9][CH2:10]1. (2) Given the reactants Br[C:2]1[C:7]([N+:8]([O-:10])=[O:9])=[C:6]([N:11]([CH2:17][C:18]2[CH:23]=[CH:22][C:21]([CH2:24][P:25]([O:30][CH2:31][CH3:32])([O:27][CH2:28][CH3:29])=[O:26])=[CH:20][CH:19]=2)[C:12](=[O:16])[O:13][CH2:14][CH3:15])[CH:5]=[C:4]([Br:33])[N:3]=1.[NH3:34].CO, predict the reaction product. The product is: [NH2:34][C:2]1[C:7]([N+:8]([O-:10])=[O:9])=[C:6]([N:11]([CH2:17][C:18]2[CH:19]=[CH:20][C:21]([CH2:24][P:25]([O:27][CH2:28][CH3:29])([O:30][CH2:31][CH3:32])=[O:26])=[CH:22][CH:23]=2)[C:12](=[O:16])[O:13][CH2:14][CH3:15])[CH:5]=[C:4]([Br:33])[N:3]=1. (3) Given the reactants [C:1]1([C:7]2(C(O)=O)CCC[CH2:8]2)C=[CH:5][CH:4]=[CH:3][CH:2]=1.CC(C)C(C1C=CC=CC=1)[C:18]([NH:20][C@@H:21]1[C@H:28]2[C@H:24]([CH2:25][N:26]([CH2:29][C:30]3[CH:35]=[CH:34][CH:33]=[C:32]([C:36]([F:39])([F:38])[F:37])[CH:31]=3)[CH2:27]2)[CH2:23][CH2:22]1)=[O:19].C(N1C[C@H]2C(N)CC[C@H]2C1)C1C=CC=CC=1, predict the reaction product. The product is: [CH2:1]([CH:2]([CH2:3][CH2:4][CH3:5])[C:18]([NH:20][C@@H:21]1[C@H:28]2[C@H:24]([CH2:25][N:26]([CH2:29][C:30]3[CH:35]=[CH:34][CH:33]=[C:32]([C:36]([F:37])([F:38])[F:39])[CH:31]=3)[CH2:27]2)[CH2:23][CH2:22]1)=[O:19])[CH2:7][CH3:8]. (4) Given the reactants [O:1]1[C:6]2[CH:7]=[CH:8][C:9]([C:11]3[C:12]([C:18](=[CH2:23])[C:19]([O:21][CH3:22])=[O:20])=[C:13]([CH3:17])[S:14][C:15]=3[CH3:16])=[CH:10][C:5]=2[CH2:4][CH2:3][CH2:2]1.[C:24]([Li])([CH3:27])([CH3:26])[CH3:25].CCCCC, predict the reaction product. The product is: [O:1]1[C:6]2[CH:7]=[CH:8][C:9]([C:11]3[C:12]([CH:18]([CH2:23][C:24]([CH3:27])([CH3:26])[CH3:25])[C:19]([O:21][CH3:22])=[O:20])=[C:13]([CH3:17])[S:14][C:15]=3[CH3:16])=[CH:10][C:5]=2[CH2:4][CH2:3][CH2:2]1. (5) Given the reactants [N:1]12[CH2:8][CH2:7][CH:4]([CH2:5][CH2:6]1)[C@@H:3]([O:9][C:10](=[O:19])[CH:11]([NH2:18])[C:12]1[CH:17]=[CH:16][CH:15]=[CH:14][CH:13]=1)[CH2:2]2.[CH3:20][C:21]1[CH:28]=[CH:27][C:24]([CH:25]=O)=[CH:23][CH:22]=1.CC(O)=O.C(O[BH-](OC(=O)C)OC(=O)C)(=O)C.[Na+], predict the reaction product. The product is: [N:1]12[CH2:6][CH2:5][CH:4]([CH2:7][CH2:8]1)[C@@H:3]([O:9][C:10](=[O:19])[CH:11]([NH:18][CH2:20][C:21]1[CH:28]=[CH:27][C:24]([CH3:25])=[CH:23][CH:22]=1)[C:12]1[CH:17]=[CH:16][CH:15]=[CH:14][CH:13]=1)[CH2:2]2.